From a dataset of Full USPTO retrosynthesis dataset with 1.9M reactions from patents (1976-2016). Predict the reactants needed to synthesize the given product. Given the product [I-:1].[CH2:3]([N+:5]1([CH3:2])[CH2:10][CH2:9][C:8](=[O:11])[CH2:7][CH2:6]1)[CH3:4], predict the reactants needed to synthesize it. The reactants are: [I:1][CH3:2].[CH2:3]([N:5]1[CH2:10][CH2:9][C:8](=[O:11])[CH2:7][CH2:6]1)[CH3:4].